Task: Predict the product of the given reaction.. Dataset: Forward reaction prediction with 1.9M reactions from USPTO patents (1976-2016) (1) Given the reactants [NH:1]([C:3]1[CH:8]=[CH:7][C:6]([N+:9]([O-:11])=[O:10])=[CH:5][N:4]=1)[NH2:2].[Cl:12][CH2:13][C:14](OC)(OC)OC, predict the reaction product. The product is: [Cl:12][CH2:13][C:14]1[N:4]2[CH:5]=[C:6]([N+:9]([O-:11])=[O:10])[CH:7]=[CH:8][C:3]2=[N:1][N:2]=1. (2) Given the reactants [CH:1]1([C:4]2[N:5]=[CH:6][N:7]([C:9]3[CH:14]=[CH:13][N:12]=[C:11]([C:15]([OH:17])=O)[CH:10]=3)[CH:8]=2)[CH2:3][CH2:2]1.[F:18][C:19]([F:34])([F:33])[C@@H:20]([N:22]1[CH:26]=[N:25][N:24]=[C:23]1[C:27]1[S:28][CH:29]=[C:30]([NH2:32])[N:31]=1)[CH3:21].CN(C(ON1N=NC2C=CC=NC1=2)=[N+](C)C)C.F[P-](F)(F)(F)(F)F.CN1CCOCC1, predict the reaction product. The product is: [CH:1]1([C:4]2[N:5]=[CH:6][N:7]([C:9]3[CH:14]=[CH:13][N:12]=[C:11]([C:15]([NH:32][C:30]4[N:31]=[C:27]([C:23]5[N:22]([C@@H:20]([CH3:21])[C:19]([F:34])([F:33])[F:18])[CH:26]=[N:25][N:24]=5)[S:28][CH:29]=4)=[O:17])[CH:10]=3)[CH:8]=2)[CH2:2][CH2:3]1.